This data is from Full USPTO retrosynthesis dataset with 1.9M reactions from patents (1976-2016). The task is: Predict the reactants needed to synthesize the given product. (1) Given the product [CH2:18]([N:15]1[C:16]2[CH:17]=[C:9]3[N:8]=[C:7]([C:3]4[C:2]([NH:1][C:24](=[O:31])[C:25]5[CH:30]=[CH:29][CH:28]=[CH:27][CH:26]=5)=[CH:6][NH:5][N:4]=4)[NH:23][C:10]3=[CH:11][C:12]=2[C:13]([CH3:22])([CH3:21])[C:14]1=[O:20])[CH3:19], predict the reactants needed to synthesize it. The reactants are: [NH2:1][C:2]1[C:3]([C:7]2[NH:23][C:10]3=[CH:11][C:12]4[C:13]([CH3:22])([CH3:21])[C:14](=[O:20])[N:15]([CH2:18][CH3:19])[C:16]=4[CH:17]=[C:9]3[N:8]=2)=[N:4][NH:5][CH:6]=1.[C:24](O[C:24](=[O:31])[C:25]1[CH:30]=[CH:29][CH:28]=[CH:27][CH:26]=1)(=[O:31])[C:25]1[CH:30]=[CH:29][CH:28]=[CH:27][CH:26]=1. (2) Given the product [CH2:1]([C@H:8]([CH:12]=[CH:13][CH2:14][Si:17]([CH3:20])([CH3:19])[CH3:18])[C:9]([OH:11])=[O:10])[C:2]1[CH:7]=[CH:6][CH:5]=[CH:4][CH:3]=1, predict the reactants needed to synthesize it. The reactants are: [CH2:1]([C@H:8]([CH:12]=[CH2:13])[C:9]([OH:11])=[O:10])[C:2]1[CH:7]=[CH:6][CH:5]=[CH:4][CH:3]=1.[CH2:14]([Si:17]([CH3:20])([CH3:19])[CH3:18])C=C. (3) Given the product [CH3:21][C@H:16]1[CH2:17][O:18][CH2:19][CH2:20][N:15]1[C:13]1[CH:12]=[C:11]([C:22]([S:25]([C:28]2[CH:33]=[CH:32][CH:31]=[CH:30][N:29]=2)(=[O:27])=[O:26])([CH3:24])[CH3:23])[N:10]=[C:9]([C:5]2[CH:6]=[CH:7][C:2]([NH2:1])=[CH:3][CH:4]=2)[N:14]=1, predict the reactants needed to synthesize it. The reactants are: [NH2:1][C:2]1[CH:7]=[CH:6][CH:5]=[CH:4][CH:3]=1.Cl[C:9]1[N:14]=[C:13]([N:15]2[CH2:20][CH2:19][O:18][CH2:17][C@@H:16]2[CH3:21])[CH:12]=[C:11]([C:22]([S:25]([C:28]2[CH:33]=[CH:32][CH:31]=[CH:30][N:29]=2)(=[O:27])=[O:26])([CH3:24])[CH3:23])[N:10]=1.C(O)C.CN(C=O)C. (4) The reactants are: [C:1]([C:4]1([C:7]([O:9]CC)=O)[CH2:6][CH2:5]1)(=[O:3])[CH3:2].BrBr.[CH2:14]([NH2:21])[C:15]1[CH:20]=[CH:19][CH:18]=[CH:17][CH:16]=1. Given the product [C:15]1([CH2:14][N:21]2[CH2:2][C:1](=[O:3])[C:4]3([CH2:5][CH2:6]3)[C:7]2=[O:9])[CH:20]=[CH:19][CH:18]=[CH:17][CH:16]=1, predict the reactants needed to synthesize it. (5) Given the product [CH:18]([N:17]1[C:11]2[CH:10]=[C:9]([NH:8][C:6]3[CH:5]=[CH:4][N:3]=[C:2]([C:30]4[CH:31]=[N:32][N:33]([CH2:35][CH:36]5[CH2:40][CH2:39][N:38]([C:41]([O:43][C:44]([CH3:47])([CH3:46])[CH3:45])=[O:42])[CH2:37]5)[CH:34]=4)[N:7]=3)[N:14]=[CH:13][C:12]=2[N:15]=[C:16]1[CH3:21])([CH3:20])[CH3:19], predict the reactants needed to synthesize it. The reactants are: Cl[C:2]1[N:7]=[C:6]([NH:8][C:9]2[N:14]=[CH:13][C:12]3[N:15]=[C:16]([CH3:21])[N:17]([CH:18]([CH3:20])[CH3:19])[C:11]=3[CH:10]=2)[CH:5]=[CH:4][N:3]=1.CC1(C)C(C)(C)OB([C:30]2[CH:31]=[N:32][N:33]([CH2:35][CH:36]3[CH2:40][CH2:39][N:38]([C:41]([O:43][C:44]([CH3:47])([CH3:46])[CH3:45])=[O:42])[CH2:37]3)[CH:34]=2)O1.ClCCl.C(=O)([O-])[O-].[Cs+].[Cs+].COCCOC.O. (6) Given the product [Cl:42][CH2:43][S:44]([O:1][C:2]1[CH:10]=[CH:9][C:8]([C:11]2[N:12]([C:27]([O:29][C:30]([CH3:31])([CH3:33])[CH3:32])=[O:28])[C:13]3[C:18]([CH:19]=2)=[CH:17][C:16]([CH2:20][N:21]2[CH2:26][CH2:25][CH2:24][CH2:23][CH2:22]2)=[CH:15][CH:14]=3)=[C:7]2[C:3]=1[CH2:4][NH:5][C:6]2=[O:34])(=[O:46])=[O:45], predict the reactants needed to synthesize it. The reactants are: [OH:1][C:2]1[CH:10]=[CH:9][C:8]([C:11]2[N:12]([C:27]([O:29][C:30]([CH3:33])([CH3:32])[CH3:31])=[O:28])[C:13]3[C:18]([CH:19]=2)=[CH:17][C:16]([CH2:20][N:21]2[CH2:26][CH2:25][CH2:24][CH2:23][CH2:22]2)=[CH:15][CH:14]=3)=[C:7]2[C:3]=1[CH2:4][NH:5][C:6]2=[O:34].C(N(CC)CC)C.[Cl:42][CH2:43][S:44](Cl)(=[O:46])=[O:45]. (7) Given the product [F:23][C:24]1[CH:29]=[C:28]([F:30])[CH:27]=[CH:26][C:25]=1[S:31]([NH:22][C:18]1[CH:19]=[N:20][CH:21]=[C:16]([C:14]2[S:15][C:11]([C:7]3[CH:6]=[C:5]4[C:10](=[CH:9][CH:8]=3)[N:2]([CH3:1])[CH:3]=[CH:4]4)=[CH:12][CH:13]=2)[CH:17]=1)(=[O:33])=[O:32], predict the reactants needed to synthesize it. The reactants are: [CH3:1][N:2]1[C:10]2[C:5](=[CH:6][C:7]([C:11]3[S:15][C:14]([C:16]4[CH:17]=[C:18]([NH2:22])[CH:19]=[N:20][CH:21]=4)=[CH:13][CH:12]=3)=[CH:8][CH:9]=2)[CH:4]=[CH:3]1.[F:23][C:24]1[CH:29]=[C:28]([F:30])[CH:27]=[CH:26][C:25]=1[S:31](Cl)(=[O:33])=[O:32]. (8) Given the product [Br:1][C:2]1[CH:7]=[C:6]2[C:5](=[CH:4][CH:3]=1)[O:18][C:19]([CH3:20])=[C:9]([C:10]1[CH:15]=[CH:14][C:13]([F:16])=[CH:12][CH:11]=1)[C:8]2=[O:17], predict the reactants needed to synthesize it. The reactants are: [Br:1][C:2]1[CH:3]=[CH:4][C:5]([OH:18])=[C:6]([C:8](=[O:17])[CH2:9][C:10]2[CH:15]=[CH:14][C:13]([F:16])=[CH:12][CH:11]=2)[CH:7]=1.[C:19]([O-])(=O)[CH3:20].[Na+]. (9) Given the product [CH:3]1([CH2:2][CH2:1][CH:2]([C:3]2[CH:8]=[CH:7][CH:6]=[CH:5][CH:4]=2)[OH:9])[CH2:8][CH2:7][CH2:6][CH2:5][CH2:4]1, predict the reactants needed to synthesize it. The reactants are: [CH2:1]1[O:9][CH:2]1[C:3]1[CH:8]=[CH:7][CH:6]=[CH:5][CH:4]=1.O.